Dataset: Reaction yield outcomes from USPTO patents with 853,638 reactions. Task: Predict the reaction yield, written as a fraction of the theoretical maximum amount of product (1.0 means a 100% yield; for example, 0.34 means a 34% yield). The product is [ClH:1].[CH:4]1([NH:7][CH2:8][C@H:9]2[C@H:13]([OH:14])[CH2:12][N:11]([C:15]([O:17][CH2:18][C:19]3[CH:20]=[CH:21][CH:22]=[CH:23][CH:24]=3)=[O:16])[CH2:10]2)[CH2:6][CH2:5]1. The catalyst is C(OCC)(=O)C. The reactants are [ClH:1].CO.[CH:4]1([NH:7][CH2:8][C@H:9]2[C@H:13]([OH:14])[CH2:12][N:11]([C:15]([O:17][CH2:18][C:19]3[CH:24]=[CH:23][CH:22]=[CH:21][CH:20]=3)=[O:16])[CH2:10]2)[CH2:6][CH2:5]1. The yield is 0.920.